This data is from Full USPTO retrosynthesis dataset with 1.9M reactions from patents (1976-2016). The task is: Predict the reactants needed to synthesize the given product. Given the product [Br:16][C:10]1[C:11]([C:13]([Cl:22])=[O:14])=[CH:12][N:8]([CH2:7][C:6]2[CH:17]=[CH:18][C:3]([O:2][CH3:1])=[CH:4][CH:5]=2)[N:9]=1, predict the reactants needed to synthesize it. The reactants are: [CH3:1][O:2][C:3]1[CH:18]=[CH:17][C:6]([CH2:7][N:8]2[CH:12]=[C:11]([C:13](O)=[O:14])[C:10]([Br:16])=[N:9]2)=[CH:5][CH:4]=1.C(Cl)(=O)C([Cl:22])=O.